This data is from Forward reaction prediction with 1.9M reactions from USPTO patents (1976-2016). The task is: Predict the product of the given reaction. (1) Given the reactants [NH2:1][C:2]1[C:3]2[C:10]([C:11]3[CH:16]=[C:15]([O:17][CH2:18][C@@H:19]4[CH2:23][CH2:22][CH2:21][O:20]4)[CH:14]=[CH:13][C:12]=3[F:24])=[CH:9][N:8]([C@@H:25]3[CH2:28][C@H:27]([N:29]4[CH2:34][CH2:33][N:32](C(=O)C)[CH2:31][CH2:30]4)[CH2:26]3)[C:4]=2[N:5]=[CH:6][N:7]=1.Cl.C([O-])(O)=O.[Na+], predict the reaction product. The product is: [F:24][C:12]1[CH:13]=[CH:14][C:15]([O:17][CH2:18][C@@H:19]2[CH2:23][CH2:22][CH2:21][O:20]2)=[CH:16][C:11]=1[C:10]1[C:3]2[C:2]([NH2:1])=[N:7][CH:6]=[N:5][C:4]=2[N:8]([C@H:25]2[CH2:26][C@@H:27]([N:29]3[CH2:30][CH2:31][NH:32][CH2:33][CH2:34]3)[CH2:28]2)[CH:9]=1. (2) Given the reactants [NH2:1][C:2]1[C:3]([CH3:28])=[C:4]([CH2:21][CH2:22][C:23](OCC)=[O:24])[C:5]2[O:9][CH2:8][CH:7]([C:10]3[CH:15]=[CH:14][C:13]([CH:16]([CH3:18])[CH3:17])=[CH:12][CH:11]=3)[C:6]=2[C:19]=1[CH3:20].[H-].[Al+3].[Li+].[H-].[H-].[H-].O, predict the reaction product. The product is: [NH2:1][C:2]1[C:3]([CH3:28])=[C:4]([CH2:21][CH2:22][CH2:23][OH:24])[C:5]2[O:9][CH2:8][CH:7]([C:10]3[CH:11]=[CH:12][C:13]([CH:16]([CH3:18])[CH3:17])=[CH:14][CH:15]=3)[C:6]=2[C:19]=1[CH3:20]. (3) Given the reactants [H-].[Na+].[CH2:3]([O:10][CH2:11][C:12]([CH3:18])([CH3:17])[C:13]([O:15]C)=O)[C:4]1[CH:9]=[CH:8][CH:7]=[CH:6][CH:5]=1.[C:19](#[N:21])[CH3:20].Cl, predict the reaction product. The product is: [CH2:3]([O:10][CH2:11][C:12]([CH3:18])([CH3:17])[C:13](=[O:15])[CH2:20][C:19]#[N:21])[C:4]1[CH:5]=[CH:6][CH:7]=[CH:8][CH:9]=1. (4) Given the reactants [CH:1]([N:4]1[CH:9]=[CH:8][C:7]([C:10]([O:12]C)=[O:11])=[CH:6][C:5]1=[O:14])([CH3:3])[CH3:2].[OH-].[Li+].O1CCCC1.CO, predict the reaction product. The product is: [CH:1]([N:4]1[CH:9]=[CH:8][C:7]([C:10]([OH:12])=[O:11])=[CH:6][C:5]1=[O:14])([CH3:3])[CH3:2]. (5) Given the reactants Br[CH2:2][C:3]([CH:5]1[CH2:8][CH:7]([S:9]([C:12]2[CH:17]=[CH:16][CH:15]=[C:14]([C:18]([F:21])([F:20])[F:19])[CH:13]=2)(=[O:11])=[O:10])[CH2:6]1)=O.[F:22][C:23]([F:32])([F:31])[C:24]1[CH:25]=[CH:26][C:27]([NH2:30])=[N:28][CH:29]=1, predict the reaction product. The product is: [F:32][C:23]([F:22])([F:31])[C:24]1[CH:25]=[CH:26][C:27]2[N:28]([C:3]([CH:5]3[CH2:8][CH:7]([S:9]([C:12]4[CH:17]=[CH:16][CH:15]=[C:14]([C:18]([F:21])([F:20])[F:19])[CH:13]=4)(=[O:11])=[O:10])[CH2:6]3)=[CH:2][N:30]=2)[CH:29]=1. (6) Given the reactants [CH3:1][O:2][C:3](=[O:11])[CH2:4][CH2:5][CH2:6][CH2:7][C:8]([OH:10])=O.[Br:12][C:13]1[CH:21]=[CH:20][C:16]([C:17](O)=[O:18])=[C:15]([CH2:22]C(O)=O)[CH:14]=1.Cl, predict the reaction product. The product is: [Br:12][C:13]1[CH:14]=[C:15]2[C:16](=[CH:20][CH:21]=1)[C:17](=[O:18])[O:10][C:8]([CH2:7][CH2:6][CH2:5][CH2:4][C:3]([O:2][CH3:1])=[O:11])=[CH:22]2.